From a dataset of Catalyst prediction with 721,799 reactions and 888 catalyst types from USPTO. Predict which catalyst facilitates the given reaction. (1) Reactant: Cl.[NH2:2]O.[Br:4][C:5]1[CH:6]=[C:7]2[C:13]([CH:14]=O)=[CH:12][NH:11][C:8]2=[N:9][CH:10]=1.C(=O)(O)[O-].[Na+]. Product: [Br:4][C:5]1[CH:6]=[C:7]2[C:13]([C:14]#[N:2])=[CH:12][NH:11][C:8]2=[N:9][CH:10]=1. The catalyst class is: 5. (2) Reactant: [Cl:1][C:2]1[N:7]=[C:6](Cl)[CH:5]=[CH:4][N:3]=1.C(=O)([O-])[O-].[K+].[K+].[Br:15][C:16]1[NH:20][CH:19]=[N:18][CH:17]=1.O. Product: [Br:15][C:16]1[N:20]([C:6]2[CH:5]=[CH:4][N:3]=[C:2]([Cl:1])[N:7]=2)[CH:19]=[N:18][CH:17]=1. The catalyst class is: 3. (3) Reactant: [Cl:1][C:2]1[N:7]=[CH:6][N:5]=[C:4]([O:8][C:9]2[CH:15]=[CH:14][C:12]([NH2:13])=[CH:11][CH:10]=2)[CH:3]=1.[C:16]([C:20]1[CH:25]=[CH:24][C:23]([N:26]=[C:27]=[O:28])=[CH:22][CH:21]=1)([CH3:19])([CH3:18])[CH3:17]. Product: [Cl:1][C:2]1[N:7]=[CH:6][N:5]=[C:4]([O:8][C:9]2[CH:15]=[CH:14][C:12]([NH:13][C:27]([NH:26][C:23]3[CH:24]=[CH:25][C:20]([C:16]([CH3:19])([CH3:18])[CH3:17])=[CH:21][CH:22]=3)=[O:28])=[CH:11][CH:10]=2)[CH:3]=1. The catalyst class is: 49. (4) Reactant: [Br:1][C:2]1[CH:7]=[CH:6][C:5]([OH:8])=[C:4]([I:9])[CH:3]=1.Br[CH2:11][C:12](=[O:17])[CH2:13][CH2:14][CH2:15][Cl:16].C([O-])([O-])=O.[K+].[K+]. Product: [Br:1][C:2]1[CH:7]=[CH:6][C:5]([O:8][CH2:11][C:12](=[O:17])[CH2:13][CH2:14][CH2:15][Cl:16])=[C:4]([I:9])[CH:3]=1. The catalyst class is: 21.